This data is from Full USPTO retrosynthesis dataset with 1.9M reactions from patents (1976-2016). The task is: Predict the reactants needed to synthesize the given product. (1) Given the product [CH2:8]([O:15][C:4](=[O:5])[CH2:3][CH2:2][C:1]([OH:6])=[O:7])[C:9]1[CH:14]=[CH:13][CH:12]=[CH:11][CH:10]=1, predict the reactants needed to synthesize it. The reactants are: [C:1]1(=[O:7])[O:6][C:4](=[O:5])[CH2:3][CH2:2]1.[CH2:8]([OH:15])[C:9]1[CH:14]=[CH:13][CH:12]=[CH:11][CH:10]=1.C(=O)([O-])[O-].[Cs+].[Cs+].CN(C)C=O. (2) Given the product [ClH:23].[CH2:1]([N:3]1[CH2:4][CH2:5][CH:6]([N:9]2[CH2:10][CH2:11][CH:12]([NH2:15])[CH2:13][CH2:14]2)[CH2:7][CH2:8]1)[CH3:2], predict the reactants needed to synthesize it. The reactants are: [CH2:1]([N:3]1[CH2:8][CH2:7][CH:6]([N:9]2[CH2:14][CH2:13][CH:12]([NH:15]C(=O)OC(C)(C)C)[CH2:11][CH2:10]2)[CH2:5][CH2:4]1)[CH3:2].[ClH:23]. (3) Given the product [CH3:2][C:1]1[O:7][C:6]([C:8]2[CH:26]=[CH:25][C:11]3[S:12][CH2:13][CH2:14][N:15]([S:16]([C:19]4[N:20]=[CH:21][N:22]([CH3:24])[CH:23]=4)(=[O:17])=[O:18])[C:10]=3[CH:9]=2)=[N:5][N:4]=1, predict the reactants needed to synthesize it. The reactants are: [C:1]([NH:4][NH:5][C:6]([C:8]1[CH:26]=[CH:25][C:11]2[S:12][CH2:13][CH2:14][N:15]([S:16]([C:19]3[N:20]=[CH:21][N:22]([CH3:24])[CH:23]=3)(=[O:18])=[O:17])[C:10]=2[CH:9]=1)=[O:7])(=O)[CH3:2].C1CCN2C(=NCCC2)CC1.CC[N+](S(N=C(OC)[O-])(=O)=O)(CC)CC. (4) Given the product [CH3:1][C:2]1[N:3]=[C:4]([C:9]2[CH:10]=[CH:11][C:12]([C:15]([F:18])([F:16])[F:17])=[CH:13][CH:14]=2)[O:5][C:6]=1[CH:7]([OH:8])[CH3:19], predict the reactants needed to synthesize it. The reactants are: [CH3:1][C:2]1[N:3]=[C:4]([C:9]2[CH:14]=[CH:13][C:12]([C:15]([F:18])([F:17])[F:16])=[CH:11][CH:10]=2)[O:5][C:6]=1[CH:7]=[O:8].[CH3:19][Mg]Br.[Cl-].[NH4+]. (5) The reactants are: C([N:8]1[C@@H:13]2[C@@:14]([C:17]([O:19][CH2:20][CH3:21])=[O:18])([F:16])[CH2:15][C@@:9]1([C:38]1[CH:43]=[CH:42][CH:41]=[CH:40][CH:39]=1)[C@H:10]([O:22][CH2:23][C:24]1[CH:29]=[C:28]([C:30]([F:33])([F:32])[F:31])[CH:27]=[C:26]([C:34]([F:37])([F:36])[F:35])[CH:25]=1)[CH2:11][CH2:12]2)C1C=CC=CC=1. Given the product [F:36][C:34]([F:35])([F:37])[C:26]1[CH:25]=[C:24]([CH2:23][O:22][C@@H:10]2[CH2:11][CH2:12][C@@H:13]3[NH:8][C@@:9]2([C:38]2[CH:43]=[CH:42][CH:41]=[CH:40][CH:39]=2)[CH2:15][C@:14]3([C:17]([O:19][CH2:20][CH3:21])=[O:18])[F:16])[CH:29]=[C:28]([C:30]([F:31])([F:32])[F:33])[CH:27]=1, predict the reactants needed to synthesize it. (6) Given the product [F:27][C:4]1[CH:3]=[C:2]([C:38]2[CH:39]=[N:35][NH:36][CH:37]=2)[C:7]([F:8])=[CH:6][C:5]=1[NH:9][C:10]1[C:14]2[CH:15]=[N:16][CH:17]=[CH:18][C:13]=2[O:12][C:11]=1[C:19]([N:21]1[CH2:25][CH2:24][C@@H:23]([OH:26])[CH2:22]1)=[O:20], predict the reactants needed to synthesize it. The reactants are: Br[C:2]1[C:7]([F:8])=[CH:6][C:5]([NH:9][C:10]2[C:14]3[CH:15]=[N:16][CH:17]=[CH:18][C:13]=3[O:12][C:11]=2[C:19]([N:21]2[CH2:25][CH2:24][C@@H:23]([OH:26])[CH2:22]2)=[O:20])=[C:4]([F:27])[CH:3]=1.C([N:35]1[CH:39]=[C:38](B2OC(C)(C)C(C)(C)O2)[CH:37]=[N:36]1)(OC(C)(C)C)=O.C([O-])([O-])=O.[Na+].[Na+].O. (7) The reactants are: Br[C:2]1[CH:20]=[N:19][C:5]2[N:6]=[C:7]([N:13]3[CH2:16][CH:15]([NH:17][CH3:18])[CH2:14]3)[C:8]3[N:9]([CH:10]=[N:11][N:12]=3)[C:4]=2[CH:3]=1.[O:21]1[CH:25]=[CH:24][CH:23]=[C:22]1B(O)O.C([O-])([O-])=O.[Cs+].[Cs+].O. Given the product [O:21]1[CH:25]=[CH:24][CH:23]=[C:22]1[C:2]1[CH:20]=[N:19][C:5]2[N:6]=[C:7]([N:13]3[CH2:16][CH:15]([NH:17][CH3:18])[CH2:14]3)[C:8]3[N:9]([CH:10]=[N:11][N:12]=3)[C:4]=2[CH:3]=1, predict the reactants needed to synthesize it. (8) Given the product [CH3:22][O:21][C:19](=[O:20])[C@@H:18]([NH:23][C:24](=[O:33])[C:25]1[CH:30]=[CH:29][C:28]([C:31]#[C:32]/[CH:2]=[CH:3]/[CH2:4][CH:5]([OH:8])[CH2:6][OH:7])=[CH:27][CH:26]=1)[C:17]([NH:16][C:14]([O:13][C:9]([CH3:12])([CH3:11])[CH3:10])=[O:15])([CH3:34])[CH3:35], predict the reactants needed to synthesize it. The reactants are: Br/[CH:2]=[CH:3]/[CH2:4][CH:5]([OH:8])[CH2:6][OH:7].[C:9]([O:13][C:14]([NH:16][C:17]([CH3:35])([CH3:34])[C@H:18]([NH:23][C:24](=[O:33])[C:25]1[CH:30]=[CH:29][C:28]([C:31]#[CH:32])=[CH:27][CH:26]=1)[C:19]([O:21][CH3:22])=[O:20])=[O:15])([CH3:12])([CH3:11])[CH3:10]. (9) Given the product [CH3:1][S:2]([C:5]1[CH:10]=[CH:9][C:8]([NH:16][CH2:15][CH2:14][S:13][CH3:12])=[CH:7][CH:6]=1)(=[O:4])=[O:3], predict the reactants needed to synthesize it. The reactants are: [CH3:1][S:2]([C:5]1[CH:10]=[CH:9][C:8](F)=[CH:7][CH:6]=1)(=[O:4])=[O:3].[CH3:12][S:13][CH2:14][CH2:15][NH2:16].C(=O)([O-])[O-].[K+].[K+].